From a dataset of Full USPTO retrosynthesis dataset with 1.9M reactions from patents (1976-2016). Predict the reactants needed to synthesize the given product. (1) Given the product [ClH:1].[ClH:1].[Cl:1][C:2]1[CH:3]=[C:4]([CH:8]([CH:12]2[CH2:17][CH2:16][CH2:15][CH2:14][NH:13]2)[C:9]([NH2:11])=[O:10])[CH:5]=[CH:6][CH:7]=1, predict the reactants needed to synthesize it. The reactants are: [Cl:1][C:2]1[CH:3]=[C:4]([CH:8]([C:12]2[CH:17]=[CH:16][CH:15]=[CH:14][N:13]=2)[C:9]([NH2:11])=[O:10])[CH:5]=[CH:6][CH:7]=1. (2) Given the product [F:1][C:2]1[CH:3]=[C:4]([C:8]2[C:13](=[O:14])[N:12]3[C:15]([CH3:19])=[CH:16][CH:17]=[CH:18][C:11]3=[N:10][C:9]=2[CH2:20][N:45]2[C:41](=[O:51])[C:42]3[C:43](=[CH:47][CH:48]=[CH:49][CH:50]=3)[C:44]2=[O:46])[CH:5]=[CH:6][CH:7]=1, predict the reactants needed to synthesize it. The reactants are: [F:1][C:2]1[CH:3]=[C:4]([C:8]2[C:13](=[O:14])[N:12]3[C:15]([CH3:19])=[CH:16][CH:17]=[CH:18][C:11]3=[N:10][C:9]=2[CH2:20]O)[CH:5]=[CH:6][CH:7]=1.C1(P(C2C=CC=CC=2)C2C=CC=CC=2)C=CC=CC=1.[C:41]1(=[O:51])[NH:45][C:44](=[O:46])[C:43]2=[CH:47][CH:48]=[CH:49][CH:50]=[C:42]12.N(C(OC(C)C)=O)=NC(OC(C)C)=O. (3) Given the product [C:1](=[O:16])([O:14][CH3:15])[O:2][C:3]1[CH:8]=[C:7]([N+:22]([O-:24])=[O:23])[C:6]([C:9]([CH3:11])([CH3:12])[CH3:10])=[CH:5][C:4]=1[Br:13], predict the reactants needed to synthesize it. The reactants are: [C:1](=[O:16])([O:14][CH3:15])[O:2][C:3]1[CH:8]=[CH:7][C:6]([C:9]([CH3:12])([CH3:11])[CH3:10])=[CH:5][C:4]=1[Br:13].OS(O)(=O)=O.[N+:22]([O-])([O-:24])=[O:23].[K+]. (4) Given the product [Br:17][C:18]1[CH:23]=[CH:22][C:21]([Cl:24])=[CH:20][C:19]=1[C:2]1[CH:7]=[CH:6][N:5]([CH2:8][C:9]([O:11][C:12]([CH3:15])([CH3:14])[CH3:13])=[O:10])[C:4](=[O:16])[CH:3]=1, predict the reactants needed to synthesize it. The reactants are: Br[C:2]1[CH:7]=[CH:6][N:5]([CH2:8][C:9]([O:11][C:12]([CH3:15])([CH3:14])[CH3:13])=[O:10])[C:4](=[O:16])[CH:3]=1.[Br:17][C:18]1[CH:23]=[CH:22][C:21]([Cl:24])=[CH:20][C:19]=1B(O)O. (5) Given the product [CH3:56][O:55][C:47]1[CH:48]=[C:49]([N+:52]([O-:54])=[O:53])[CH:50]=[CH:51][C:46]=1[O:35][CH2:36][CH2:37][N:38]1[CH2:42][CH2:41][CH2:40][CH2:39]1, predict the reactants needed to synthesize it. The reactants are: C1(C2C=CC=CC=2)C=CC(C(O)=O)=CC=1.COC1C=C([NH-])C=CC=1OCCN1CCCC1.ON.[OH:35][CH2:36][CH2:37][N:38]1[CH2:42][CH2:41][CH2:40][CH2:39]1.[H-].[Na+].Cl[C:46]1[CH:51]=[CH:50][C:49]([N+:52]([O-:54])=[O:53])=[CH:48][C:47]=1[O:55][CH3:56]. (6) Given the product [OH:8][CH2:9][CH2:10][O:11][C:12]1[CH:13]=[CH:14][C:15]([C:26]2[NH:35][C:34](=[O:36])[C:33]3[C:28](=[CH:29][C:30]([O:39][CH3:40])=[CH:31][C:32]=3[O:37][CH3:38])[N:27]=2)=[N:16][C:17]=1[C:18]1[CH:23]=[CH:22][C:21]([S:24][CH3:25])=[CH:20][CH:19]=1, predict the reactants needed to synthesize it. The reactants are: [Si]([O:8][CH2:9][CH2:10][O:11][C:12]1[CH:13]=[CH:14][C:15]([C:26]2[NH:35][C:34](=[O:36])[C:33]3[C:28](=[CH:29][C:30]([O:39][CH3:40])=[CH:31][C:32]=3[O:37][CH3:38])[N:27]=2)=[N:16][C:17]=1[C:18]1[CH:23]=[CH:22][C:21]([S:24][CH3:25])=[CH:20][CH:19]=1)(C(C)(C)C)(C)C.[F-].C([N+](CCCC)(CCCC)CCCC)CCC.